From a dataset of Full USPTO retrosynthesis dataset with 1.9M reactions from patents (1976-2016). Predict the reactants needed to synthesize the given product. (1) Given the product [N:21]1[CH:22]=[CH:23][CH:24]=[C:19]([NH:18][CH2:1][C:3]2[CH:4]=[C:5]([CH:15]=[CH:16][CH:17]=2)[C:6]([O:8][CH2:9][CH2:10][Si:11]([CH3:14])([CH3:13])[CH3:12])=[O:7])[CH:20]=1, predict the reactants needed to synthesize it. The reactants are: [CH:1]([C:3]1[CH:4]=[C:5]([CH:15]=[CH:16][CH:17]=1)[C:6]([O:8][CH2:9][CH2:10][Si:11]([CH3:14])([CH3:13])[CH3:12])=[O:7])=O.[NH2:18][C:19]1[CH:20]=[N:21][CH:22]=[CH:23][CH:24]=1. (2) Given the product [Cl:1][C:2]1[CH:3]=[C:4]([N:8]2[N:12]=[N:11][C:10]([C@@H:13]3[N:17]4[CH2:18][CH2:19][N:20]([C:23]5[C:24]([C:29]#[N:30])=[N:25][CH:26]=[CH:27][N:28]=5)[CH2:21][C@@H:16]4[CH2:15][CH2:14]3)=[N:9]2)[CH:5]=[CH:6][CH:7]=1, predict the reactants needed to synthesize it. The reactants are: [Cl:1][C:2]1[CH:3]=[C:4]([N:8]2[N:12]=[N:11][C:10]([C@@H:13]3[N:17]4[CH2:18][CH2:19][NH:20][CH2:21][C@@H:16]4[CH2:15][CH2:14]3)=[N:9]2)[CH:5]=[CH:6][CH:7]=1.Cl[C:23]1[C:24]([C:29]#[N:30])=[N:25][CH:26]=[CH:27][N:28]=1.CCN(CC)CC. (3) Given the product [CH:2]1([S:4]([N:28]2[CH2:29][CH2:30][CH:26]([C:23]3[CH:24]=[CH:25][C:20]([C:19]([NH:18][CH2:17][C:14]4[CH:15]=[CH:16][N:11]5[CH:10]=[CH:9][N:8]=[C:12]5[CH:13]=4)=[O:31])=[CH:21][CH:22]=3)[CH2:27]2)(=[O:6])=[O:5])[CH2:3][CH2:1]1, predict the reactants needed to synthesize it. The reactants are: [CH3:1][CH:2]([S:4](Cl)(=[O:6])=[O:5])[CH3:3].[N:8]1[CH:9]=[CH:10][N:11]2[CH:16]=[CH:15][C:14]([CH2:17][NH:18][C:19](=[O:31])[C:20]3[CH:25]=[CH:24][C:23]([CH:26]4[CH2:30][CH2:29][NH:28][CH2:27]4)=[CH:22][CH:21]=3)=[CH:13][C:12]=12.N1CC(C2C=CC(C(NCC3C=CN4C=CN=C4C=3)=O)=CC=2)C1. (4) Given the product [F:25][C:12]1[C:11]([NH:10][C:9]([N:8]([CH3:27])[C:4]2[CH:3]=[C:2]([NH:34][C:31]3[CH:32]=[CH:33][N:29]([CH3:28])[N:30]=3)[N:7]=[CH:6][N:5]=2)=[O:26])=[C:16]([F:17])[CH:15]=[CH:14][C:13]=1[NH:18][S:19]([CH2:22][CH2:23][CH3:24])(=[O:21])=[O:20], predict the reactants needed to synthesize it. The reactants are: Cl[C:2]1[N:7]=[CH:6][N:5]=[C:4]([N:8]([CH3:27])[C:9](=[O:26])[NH:10][C:11]2[C:12]([F:25])=[C:13]([NH:18][S:19]([CH2:22][CH2:23][CH3:24])(=[O:21])=[O:20])[CH:14]=[CH:15][C:16]=2[F:17])[CH:3]=1.[CH3:28][N:29]1[CH:33]=[CH:32][C:31]([NH2:34])=[N:30]1. (5) Given the product [O:40]=[C:16]1[C:15]2[C:20](=[C:21]([O:23][CH2:24][O:25][CH2:26][CH2:27][Si:28]([CH3:29])([CH3:30])[CH3:31])[CH:22]=[C:13]([C:8]3[CH:9]=[CH:10][CH:11]=[CH:12][C:7]=3[C:6]([OH:41])=[O:5])[CH:14]=2)[N:19]=[CH:18][N:17]1[CH2:32][O:33][CH2:34][CH2:35][Si:36]([CH3:39])([CH3:38])[CH3:37], predict the reactants needed to synthesize it. The reactants are: [OH-].[Li+].C([O:5][C:6](=[O:41])[C:7]1[CH:12]=[CH:11][CH:10]=[CH:9][C:8]=1[C:13]1[CH:14]=[C:15]2[C:20](=[C:21]([O:23][CH2:24][O:25][CH2:26][CH2:27][Si:28]([CH3:31])([CH3:30])[CH3:29])[CH:22]=1)[N:19]=[CH:18][N:17]([CH2:32][O:33][CH2:34][CH2:35][Si:36]([CH3:39])([CH3:38])[CH3:37])[C:16]2=[O:40])C. (6) The reactants are: Cl[C:2]1[CH:7]=[CH:6][N:5]=[C:4]([C:8]2[CH:13]=[CH:12][CH:11]=[CH:10][CH:9]=2)[N:3]=1.[NH2:14][C@@H:15]1[CH2:19][CH2:18][N:17]([C:20]([C:22]2[CH:27]=[C:26]([CH3:28])[CH:25]=[CH:24][C:23]=2[C:29]([F:32])([F:31])[F:30])=[O:21])[CH2:16]1.C([O-])([O-])=O.[K+].[K+]. Given the product [CH3:28][C:26]1[CH:25]=[CH:24][C:23]([C:29]([F:32])([F:30])[F:31])=[C:22]([C:20]([N:17]2[CH2:18][CH2:19][C@@H:15]([NH:14][C:2]3[CH:7]=[CH:6][N:5]=[C:4]([C:8]4[CH:13]=[CH:12][CH:11]=[CH:10][CH:9]=4)[N:3]=3)[CH2:16]2)=[O:21])[CH:27]=1, predict the reactants needed to synthesize it. (7) The reactants are: CO[C:3]([C:5]1[CH:14]=[CH:13][C:8]2[NH:9][C:10](=[S:12])[NH:11][C:7]=2[CH:6]=1)=[O:4].Br[CH2:16][CH2:17]CBr.Cl.[OH-].[Na+]. Given the product [S:12]1[CH2:17][CH2:16][N:9]2[C:8]3[CH:13]=[CH:14][C:5]([CH2:3][OH:4])=[CH:6][C:7]=3[N:11]=[C:10]12, predict the reactants needed to synthesize it.